Dataset: Forward reaction prediction with 1.9M reactions from USPTO patents (1976-2016). Task: Predict the product of the given reaction. (1) Given the reactants [CH2:1]([O:3][C:4](=[O:24])[C@H:5]([O:7][C:8]1[CH:23]=[CH:22][C:11]([C:12]([O:14]CC2C=CC=CC=2)=[O:13])=[CH:10][CH:9]=1)[CH3:6])[CH3:2], predict the reaction product. The product is: [CH2:1]([O:3][C:4](=[O:24])[C@H:5]([O:7][C:8]1[CH:23]=[CH:22][C:11]([C:12]([OH:14])=[O:13])=[CH:10][CH:9]=1)[CH3:6])[CH3:2]. (2) Given the reactants C(OC([N:11]([C:29]1[CH:38]=[C:37]([CH3:39])[C:36]2[C:31](=[CH:32][CH:33]=[C:34]([Cl:40])[CH:35]=2)[N:30]=1)[C@H:12]1[CH2:17][CH2:16][CH2:15][C@H:14]([NH:18]C(=O)OCC2C=CC=CC=2)[CH2:13]1)=O)C1C=CC=CC=1, predict the reaction product. The product is: [Cl:40][C:34]1[CH:35]=[C:36]2[C:31](=[CH:32][CH:33]=1)[N:30]=[C:29]([NH:11][C@H:12]1[CH2:17][CH2:16][CH2:15][C@H:14]([NH2:18])[CH2:13]1)[CH:38]=[C:37]2[CH3:39]. (3) Given the reactants [C:1]1([C:7]2([C:26](OC)=[O:27])[CH2:12][CH2:11][N:10]([C:13]([O:15][CH:16]3[CH:23]4[CH2:24][CH:19]5[CH2:20][CH:21]([CH2:25][CH:17]3[CH2:18]5)[CH2:22]4)=[O:14])[CH2:9][CH2:8]2)[CH:6]=[CH:5][CH:4]=[CH:3][CH:2]=1.CO.[Li+].[BH4-], predict the reaction product. The product is: [OH:27][CH2:26][C:7]1([C:1]2[CH:2]=[CH:3][CH:4]=[CH:5][CH:6]=2)[CH2:12][CH2:11][N:10]([C:13]([O:15][CH:16]2[CH:23]3[CH2:24][CH:19]4[CH2:20][CH:21]([CH2:25][CH:17]2[CH2:18]4)[CH2:22]3)=[O:14])[CH2:9][CH2:8]1. (4) Given the reactants [Br:1]Br.[CH3:3][N:4]([C:9](=[O:30])[C:10]1[CH:15]=[C:14]([Cl:16])[C:13]([O:17][C:18]2[CH:23]=[CH:22][C:21]([O:24][CH3:25])=[C:20]([CH:26]([CH3:28])[CH3:27])[CH:19]=2)=[C:12]([Cl:29])[CH:11]=1)[CH2:5][C:6]([OH:8])=[O:7].C([O-])(=O)C.[Na+].S([O-])([O-])(=O)=S.[Na+].[Na+], predict the reaction product. The product is: [CH3:3][N:4]([C:9](=[O:30])[C:10]1[CH:11]=[C:12]([Cl:29])[C:13]([O:17][C:18]2[CH:19]=[C:20]([CH:26]([CH3:28])[CH3:27])[C:21]([O:24][CH3:25])=[CH:22][C:23]=2[Br:1])=[C:14]([Cl:16])[CH:15]=1)[CH2:5][C:6]([OH:8])=[O:7]. (5) The product is: [Br:38][C:13]1[N:11]2[CH:12]=[C:7]([C:1]3[CH:2]=[CH:3][CH:4]=[CH:5][CH:6]=3)[C:8]([C:16]3[CH:21]=[CH:20][C:19]([CH2:22][N:23]4[CH2:24][CH:25]([C:27]5[N:31]=[C:30]([C:32]6[CH:37]=[CH:36][CH:35]=[CH:34][N:33]=6)[NH:29][N:28]=5)[CH2:26]4)=[CH:18][CH:17]=3)=[N:9][C:10]2=[N:15][CH:14]=1. Given the reactants [C:1]1([C:7]2[C:8]([C:16]3[CH:21]=[CH:20][C:19]([CH2:22][N:23]4[CH2:26][CH:25]([C:27]5[N:31]=[C:30]([C:32]6[CH:37]=[CH:36][CH:35]=[CH:34][N:33]=6)[NH:29][N:28]=5)[CH2:24]4)=[CH:18][CH:17]=3)=[N:9][C:10]3[N:11]([CH:13]=[CH:14][N:15]=3)[CH:12]=2)[CH:6]=[CH:5][CH:4]=[CH:3][CH:2]=1.[Br:38]N1C(=O)CCC1=O, predict the reaction product. (6) Given the reactants Cl.C[O:3][C:4]([C:6]1[CH:10]=[C:9]([C:11]2[CH:12]=[N:13][CH:14]=[CH:15][CH:16]=2)[N:8]([C:17]2[CH:22]=[CH:21][C:20]([Cl:23])=[C:19]([Cl:24])[CH:18]=2)[N:7]=1)=O.C(O)(C)(C)C.C1(P([N:44]=[N+:45]=[N-:46])(C2C=CC=CC=2)=O)C=CC=CC=1.C(N(CC)CC)C, predict the reaction product. The product is: [Cl:24][C:19]1[CH:18]=[C:17]([N:8]2[C:9]([C:11]3[CH:12]=[N:13][CH:14]=[CH:15][CH:16]=3)=[CH:10][C:6]([C:4]([N:44]=[N+:45]=[N-:46])=[O:3])=[N:7]2)[CH:22]=[CH:21][C:20]=1[Cl:23].